This data is from Peptide-MHC class I binding affinity with 185,985 pairs from IEDB/IMGT. The task is: Regression. Given a peptide amino acid sequence and an MHC pseudo amino acid sequence, predict their binding affinity value. This is MHC class I binding data. (1) The peptide sequence is SLIANIDWID. The MHC is Mamu-A2201 with pseudo-sequence Mamu-A2201. The binding affinity (normalized) is 0.158. (2) The peptide sequence is EELFYSYAT. The MHC is HLA-B44:02 with pseudo-sequence HLA-B44:02. The binding affinity (normalized) is 0.480. (3) The peptide sequence is ERAFQNWSV. The MHC is HLA-A11:01 with pseudo-sequence HLA-A11:01. The binding affinity (normalized) is 0.213. (4) The peptide sequence is TVLTSVDIET. The MHC is HLA-A02:02 with pseudo-sequence HLA-A02:02. The binding affinity (normalized) is 0.311. (5) The peptide sequence is MSRDWFMLM. The MHC is SLA-20401 with pseudo-sequence SLA-20401. The binding affinity (normalized) is 0.135. (6) The peptide sequence is MFLAMITYI. The MHC is HLA-A26:01 with pseudo-sequence HLA-A26:01. The binding affinity (normalized) is 0.0220. (7) The peptide sequence is LGYAYINS. The MHC is H-2-Kb with pseudo-sequence H-2-Kb. The binding affinity (normalized) is 0.785. (8) The peptide sequence is YTNYPFLFF. The MHC is HLA-A02:03 with pseudo-sequence HLA-A02:03. The binding affinity (normalized) is 0.0847. (9) The MHC is HLA-A02:19 with pseudo-sequence HLA-A02:19. The binding affinity (normalized) is 1.00. The peptide sequence is YLAGWGFVV. (10) The binding affinity (normalized) is 0. The MHC is HLA-A33:01 with pseudo-sequence HLA-A33:01. The peptide sequence is RIDGAHLTK.